Dataset: Reaction yield outcomes from USPTO patents with 853,638 reactions. Task: Predict the reaction yield, written as a fraction of the theoretical maximum amount of product (1.0 means a 100% yield; for example, 0.34 means a 34% yield). The catalyst is C(Cl)Cl. The reactants are [NH2:1][C:2]1[C:6]([C:7](=[O:9])[NH2:8])=[C:5]([C:10]2[CH:15]=[CH:14][C:13]([O:16][C:17]3[CH:22]=[CH:21][CH:20]=[CH:19][CH:18]=3)=[CH:12][CH:11]=2)[N:4]([C@@H:23]2[CH2:28][CH2:27][CH2:26][N:25](C(OC(C)(C)C)=O)[CH2:24]2)[N:3]=1.C(O)(C(F)(F)F)=O.O. The product is [NH2:1][C:2]1[C:6]([C:7]([NH2:8])=[O:9])=[C:5]([C:10]2[CH:11]=[CH:12][C:13]([O:16][C:17]3[CH:22]=[CH:21][CH:20]=[CH:19][CH:18]=3)=[CH:14][CH:15]=2)[N:4]([C@@H:23]2[CH2:28][CH2:27][CH2:26][NH:25][CH2:24]2)[N:3]=1. The yield is 0.510.